Dataset: Reaction yield outcomes from USPTO patents with 853,638 reactions. Task: Predict the reaction yield, written as a fraction of the theoretical maximum amount of product (1.0 means a 100% yield; for example, 0.34 means a 34% yield). (1) The reactants are Cl[C:2]1[CH:7]=[CH:6][N:5]=[C:4]2[NH:8][C:9]([C:11]3[CH:20]=[CH:19][C:14]([C:15]([O:17][CH3:18])=[O:16])=[CH:13][CH:12]=3)=[N:10][C:3]=12.Cl.C(OCC)C.[Na+].[I-:28]. The catalyst is CO.CC#N. The product is [I:28][C:2]1[CH:7]=[CH:6][N:5]=[C:4]2[NH:8][C:9]([C:11]3[CH:20]=[CH:19][C:14]([C:15]([O:17][CH3:18])=[O:16])=[CH:13][CH:12]=3)=[N:10][C:3]=12. The yield is 0.510. (2) The reactants are [CH3:1][O:2][CH2:3][C:4]([OH:6])=O.[Cl:7][C:8]1[CH:9]=[C:10]([NH:22][C:23]2[C:32]3[C:27](=[CH:28][CH:29]=[CH:30][C:31]=3[O:33][CH2:34][C@H:35]3[CH2:39][CH2:38][CH2:37][NH:36]3)[N:26]=[CH:25][N:24]=2)[CH:11]=[CH:12][C:13]=1[O:14][CH2:15][C:16]1[CH:21]=[CH:20][CH:19]=[CH:18][N:17]=1. No catalyst specified. The product is [Cl:7][C:8]1[CH:9]=[C:10]([NH:22][C:23]2[C:32]3[C:27](=[CH:28][CH:29]=[CH:30][C:31]=3[O:33][CH2:34][C@H:35]3[CH2:39][CH2:38][CH2:37][N:36]3[C:4](=[O:6])[CH2:3][O:2][CH3:1])[N:26]=[CH:25][N:24]=2)[CH:11]=[CH:12][C:13]=1[O:14][CH2:15][C:16]1[CH:21]=[CH:20][CH:19]=[CH:18][N:17]=1. The yield is 0.360. (3) The yield is 0.730. The reactants are [CH:1]1([N:5]2[CH2:10][CH2:9][N:8]([C:11]([C:13]3[CH:14]=[C:15]4[C:19](=[CH:20][CH:21]=3)[NH:18][C:17]([C:22]([N:24]3[CH2:29][CH2:28][S:27](=[O:31])(=[O:30])[CH2:26][CH2:25]3)=[O:23])=[CH:16]4)=[O:12])[CH2:7][CH2:6]2)[CH2:4][CH2:3][CH2:2]1.[H-].[Na+].CS(O[CH2:39][C:40]([F:43])([F:42])[F:41])(=O)=O. The catalyst is CN(C)C=O. The product is [CH:1]1([N:5]2[CH2:6][CH2:7][N:8]([C:11]([C:13]3[CH:14]=[C:15]4[C:19](=[CH:20][CH:21]=3)[N:18]([CH2:39][C:40]([F:43])([F:42])[F:41])[C:17]([C:22]([N:24]3[CH2:29][CH2:28][S:27](=[O:30])(=[O:31])[CH2:26][CH2:25]3)=[O:23])=[CH:16]4)=[O:12])[CH2:9][CH2:10]2)[CH2:2][CH2:3][CH2:4]1. (4) The reactants are Br[CH2:2][C:3]1[CH:8]=[CH:7][C:6]([N+:9]([O-:11])=[O:10])=[CH:5][CH:4]=1.C(=O)([O-])[O-].[K+].[K+].[NH:18]1[CH2:23][CH2:22][O:21][CH2:20][CH2:19]1. The catalyst is C1COCC1. The product is [N+:9]([C:6]1[CH:7]=[CH:8][C:3]([CH2:2][N:18]2[CH2:23][CH2:22][O:21][CH2:20][CH2:19]2)=[CH:4][CH:5]=1)([O-:11])=[O:10]. The yield is 0.810. (5) The reactants are [CH3:1][O:2][C:3]1[CH:18]=[CH:17][C:6]([CH2:7][S:8][C:9]2[C:14]([Br:15])=[CH:13][N:12]=[C:11]([NH2:16])[CH:10]=2)=[CH:5][CH:4]=1.[C:19]([N:27]=[C:28]=[S:29])(=[O:26])[C:20]1[CH:25]=[CH:24][CH:23]=[CH:22][CH:21]=1.CCOC(C)=O. The catalyst is C1COCC1. The product is [CH3:1][O:2][C:3]1[CH:4]=[CH:5][C:6]([CH2:7][S:8][C:9]2[C:14]([Br:15])=[CH:13][N:12]=[C:11]([NH:16][C:28]([NH:27][C:19](=[O:26])[C:20]3[CH:21]=[CH:22][CH:23]=[CH:24][CH:25]=3)=[S:29])[CH:10]=2)=[CH:17][CH:18]=1. The yield is 0.760. (6) The reactants are Br[C:2]1[CH:7]=[CH:6][CH:5]=[CH:4][CH:3]=1.C[Sn](C)(C)[C:10]1[CH:15]=[CH:14][CH:13]=[CH:12][CH:11]=1. The catalyst is C([O-])(=O)C.C([N+](CCCC)(CCCC)CCCC)CCC.[Pd].CCOC(C)=O. The product is [C:2]1([C:10]2[CH:15]=[CH:14][CH:13]=[CH:12][CH:11]=2)[CH:7]=[CH:6][CH:5]=[CH:4][CH:3]=1. The yield is 0.580. (7) The reactants are Cl[C:2]1[N:7]=[C:6]([N:8]([C:10]2[CH:15]=[CH:14][CH:13]=[C:12]([Cl:16])[CH:11]=2)[CH3:9])[CH:5]=[CH:4][N:3]=1.[NH2:17][C:18]1[CH:19]=[C:20]([N:30]2[CH2:35][CH2:34][CH:33]([OH:36])[CH2:32][CH2:31]2)[CH:21]=[C:22]([N:24]2[CH2:29][CH2:28][O:27][CH2:26][CH2:25]2)[CH:23]=1.Cl.O1CCOCC1. The catalyst is CC(O)CCC. The product is [Cl:16][C:12]1[CH:11]=[C:10]([N:8]([CH3:9])[C:6]2[CH:5]=[CH:4][N:3]=[C:2]([NH:17][C:18]3[CH:19]=[C:20]([N:30]4[CH2:35][CH2:34][CH:33]([OH:36])[CH2:32][CH2:31]4)[CH:21]=[C:22]([N:24]4[CH2:29][CH2:28][O:27][CH2:26][CH2:25]4)[CH:23]=3)[N:7]=2)[CH:15]=[CH:14][CH:13]=1. The yield is 0.542.